From a dataset of TCR-epitope binding with 47,182 pairs between 192 epitopes and 23,139 TCRs. Binary Classification. Given a T-cell receptor sequence (or CDR3 region) and an epitope sequence, predict whether binding occurs between them. (1) The epitope is SLYNTVATL. The TCR CDR3 sequence is CANSFDAEAFF. Result: 1 (the TCR binds to the epitope). (2) The epitope is KTSVDCTMYI. The TCR CDR3 sequence is CASNNLNTGELFF. Result: 0 (the TCR does not bind to the epitope). (3) The epitope is KAYNVTQAF. The TCR CDR3 sequence is CASSQAGSVGTAKGNTIYF. Result: 1 (the TCR binds to the epitope). (4) The epitope is SEVGPEHSLAEY. The TCR CDR3 sequence is CASSFEGGEQFF. Result: 1 (the TCR binds to the epitope).